From a dataset of Full USPTO retrosynthesis dataset with 1.9M reactions from patents (1976-2016). Predict the reactants needed to synthesize the given product. The reactants are: [NH2:1][C:2]1[CH:7]=[CH:6][C:5]([C:8]([OH:17])([C:13]([F:16])([F:15])[F:14])[C:9]([F:12])([F:11])[F:10])=[CH:4][C:3]=1[Cl:18].[CH3:19][C:20](OC(C)=O)=[O:21]. Given the product [Cl:18][C:3]1[CH:4]=[C:5]([C:8]([OH:17])([C:9]([F:10])([F:11])[F:12])[C:13]([F:14])([F:15])[F:16])[CH:6]=[CH:7][C:2]=1[NH:1][C:20](=[O:21])[CH3:19], predict the reactants needed to synthesize it.